From a dataset of Catalyst prediction with 721,799 reactions and 888 catalyst types from USPTO. Predict which catalyst facilitates the given reaction. (1) Reactant: [CH3:1][O:2][C:3]([C:5]1[CH:10]=[CH:9][C:8](B(O)O)=[CH:7][CH:6]=1)=[O:4].[F:14][C:15]1[CH:16]=[C:17]([CH:19]=[CH:20][C:21]=1[O:22][C:23]1[CH:28]=[CH:27][N:26]=[C:25]2[CH:29]=[C:30](I)[S:31][C:24]=12)[NH2:18].C(=O)([O-])[O-].[Cs+].[Cs+].[CH3:39][O:40][CH2:41]CO. Product: [NH2:18][C:17]1[CH:19]=[CH:20][C:21]([O:22][C:23]2[CH:28]=[CH:27][N:26]=[C:25]3[CH:29]=[C:30]([C:8]4[CH:9]=[CH:10][C:5]([C:3]([O:2][CH2:1][CH2:39][O:40][CH3:41])=[O:4])=[CH:6][CH:7]=4)[S:31][C:24]=23)=[C:15]([F:14])[CH:16]=1. The catalyst class is: 257. (2) Reactant: [Cl:1][C:2]1[CH:3]=[C:4]([CH:7]=[C:8]([O:10]C)[CH:9]=1)[CH:5]=[O:6].B(Br)(Br)Br.O. Product: [Cl:1][C:2]1[CH:3]=[C:4]([CH:7]=[C:8]([OH:10])[CH:9]=1)[CH:5]=[O:6]. The catalyst class is: 2. (3) Reactant: C(=O)([O-])[O-].[Cs+].[Cs+].Br[CH2:8][CH2:9]Br.[Cl:11][C:12]1[N:20]=[C:19]2[C:15]([N:16]=[C:17]([C:21]([OH:24])([CH3:23])[CH3:22])[NH:18]2)=[C:14]([Cl:25])[N:13]=1. Product: [Cl:25][C:14]1[C:15]2[N:16]=[C:17]3[N:18]([CH2:8][CH2:9][O:24][C:21]3([CH3:23])[CH3:22])[C:19]=2[N:20]=[C:12]([Cl:11])[N:13]=1. The catalyst class is: 3. (4) Reactant: Br[C:2]1[C:3]2[N:4]([C:9]([C:12]([NH:14][C:15]3[CH:20]=[CH:19][N:18]=[CH:17][C:16]=3[F:21])=[O:13])=[CH:10][N:11]=2)[N:5]=[C:6](Cl)[CH:7]=1.[N:22]1[CH:27]=[CH:26][CH:25]=[CH:24][C:23]=1[NH2:28].CC(C)([O-])C.[K+].[C@H:35]1([NH2:42])[CH2:40][CH2:39][C@H:38]([NH2:41])[CH2:37][CH2:36]1. Product: [NH2:41][C@H:38]1[CH2:39][CH2:40][C@H:35]([NH:42][C:6]2[CH:7]=[C:2]([NH:28][C:23]3[CH:24]=[CH:25][CH:26]=[CH:27][N:22]=3)[C:3]3[N:4]([C:9]([C:12]([NH:14][C:15]4[CH:20]=[CH:19][N:18]=[CH:17][C:16]=4[F:21])=[O:13])=[CH:10][N:11]=3)[N:5]=2)[CH2:36][CH2:37]1. The catalyst class is: 36. (5) Reactant: [CH3:1][O:2][C:3]1[CH:4]=[C:5]([CH:9]=[CH:10][CH:11]=1)[CH2:6][CH2:7][NH2:8].C(N(CC)CC)C.Cl[C:20]([O:22][CH2:23][CH3:24])=[O:21]. Product: [CH3:1][O:2][C:3]1[CH:4]=[C:5]([CH2:6][CH2:7][NH:8][C:20](=[O:21])[O:22][CH2:23][CH3:24])[CH:9]=[CH:10][CH:11]=1. The catalyst class is: 4. (6) Reactant: [CH2:1]([O:8][C:9]([NH:11][CH2:12][C:13]([C:15]1[CH:23]=[CH:22][C:18]([C:19](O)=[O:20])=[CH:17][CH:16]=1)=[O:14])=[O:10])[C:2]1[CH:7]=[CH:6][CH:5]=[CH:4][CH:3]=1.[Cl-:24]. Product: [CH2:1]([O:8][C:9]([NH:11][CH2:12][C:13]([C:15]1[CH:23]=[CH:22][C:18]([C:19]([Cl:24])=[O:20])=[CH:17][CH:16]=1)=[O:14])=[O:10])[C:2]1[CH:7]=[CH:6][CH:5]=[CH:4][CH:3]=1. The catalyst class is: 59.